This data is from Full USPTO retrosynthesis dataset with 1.9M reactions from patents (1976-2016). The task is: Predict the reactants needed to synthesize the given product. (1) Given the product [F:1][C:2]1[CH:3]=[C:4]([C@H:9]([N:27]2[CH2:26][CH2:25][NH:24][C@H:23]([CH3:22])[CH2:28]2)[CH3:11])[CH:5]=[C:6]([F:8])[CH:7]=1, predict the reactants needed to synthesize it. The reactants are: [F:1][C:2]1[CH:3]=[C:4]([C@H:9]([CH3:11])O)[CH:5]=[C:6]([F:8])[CH:7]=1.CS(Cl)(=O)=O.S([O-])(=O)(=O)C.[CH3:22][C@@H:23]1[CH2:28][NH:27][CH2:26][CH2:25][NH:24]1. (2) Given the product [C:57]([O:56][C:55]([NH:54][C:44]1[CH:45]=[CH:46][C:47]([C:49]2[CH:53]=[CH:52][S:51][CH:50]=2)=[CH:48][C:43]=1[NH:42][C:15]([C:14]1[CH:13]=[CH:12][C:11]([CH:4]([CH2:5][NH:6][C:7]([NH:9][CH3:10])=[O:8])[C:3]([O:2][CH3:1])=[O:20])=[CH:19][CH:18]=1)=[O:17])=[O:61])([CH3:60])([CH3:58])[CH3:59], predict the reactants needed to synthesize it. The reactants are: [CH3:1][O:2][C:3](=[O:20])[CH:4]([C:11]1[CH:19]=[CH:18][C:14]([C:15]([OH:17])=O)=[CH:13][CH:12]=1)[CH2:5][NH:6][C:7]([NH:9][CH3:10])=[O:8].CCN=C=NCCCN(C)C.C1C=CC2N(O)N=NC=2C=1.[NH2:42][C:43]1[CH:48]=[C:47]([C:49]2[CH:53]=[CH:52][S:51][CH:50]=2)[CH:46]=[CH:45][C:44]=1[NH:54][C:55](=[O:61])[O:56][C:57]([CH3:60])([CH3:59])[CH3:58]. (3) Given the product [CH:28]1([C@@H:27]([NH:26][C:1]([C:2]2[C:60]3[C:59](=[N:58][CH:57]=[C:56]([C:54]4[CH:53]=[N:52][N:51]([CH3:50])[CH:55]=4)[N:61]=3)[NH:64][CH:63]=2)=[O:6])[C:31]([N:12]2[CH2:13][C:10]3([CH2:9][O:8][CH2:7]3)[CH2:11]2)=[O:33])[CH2:29][CH2:30]1, predict the reactants needed to synthesize it. The reactants are: [C:1]([OH:6])(=O)[C:2](O)=O.[CH2:7]1[C:10]2([CH2:13][NH:12][CH2:11]2)[CH2:9][O:8]1.N1CCCC1.CC(OC([NH:26][C@@H:27]([C:31]([OH:33])=O)[CH:28]1[CH2:30][CH2:29]1)=O)(C)C.C(N[C@@H](C(O)=O)C(C)(C)C)(OC(C)(C)C)=O.[CH3:50][N:51]1[CH:55]=[C:54]([C:56]2[N:61]=[C:60]3C(C(O)=O)=[CH:63][N:64](COCC[Si](C)(C)C)[C:59]3=[N:58][CH:57]=2)[CH:53]=[N:52]1.C1(C2N=C3C(C(O)=O)=CN(COCC[Si](C)(C)C)C3=NC=2)CC1.FC(F)(F)CO.[F-].[Cs+]. (4) Given the product [CH:16]1([C:2]2[N:24]=[C:23]([CH2:22][O:21][CH3:20])[NH:25][C:3]=2[C:5]2[CH:6]=[C:7]([CH:12]=[CH:13][C:14]=2[CH3:15])[C:8]([O:10][CH3:11])=[O:9])[CH2:18][CH2:17]1.[CH:16]1([C:2]2[N:24]=[C:23]([CH2:22][O:21][CH3:20])[O:4][C:3]=2[C:5]2[CH:6]=[C:7]([CH:12]=[CH:13][C:14]=2[CH3:15])[C:8]([O:10][CH3:11])=[O:9])[CH2:18][CH2:17]1, predict the reactants needed to synthesize it. The reactants are: Br[CH:2]([CH:16]1[CH2:18][CH2:17]1)[C:3]([C:5]1[CH:6]=[C:7]([CH:12]=[CH:13][C:14]=1[CH3:15])[C:8]([O:10][CH3:11])=[O:9])=[O:4].Cl.[CH3:20][O:21][CH2:22][C:23](=[NH:25])[NH2:24].C(=O)([O-])[O-].[K+].[K+].CN(C)C=O. (5) Given the product [CH3:1][S:2]([CH2:5][CH2:6][O:7][CH2:8][CH2:9][N:10]1[C:22]2[C:21]3[CH2:20][CH2:19][CH2:18][CH2:17][C:16]=3[N:15]=[C:14]([NH2:23])[C:13]=2[N:12]=[C:11]1[CH3:24])(=[O:3])=[O:4], predict the reactants needed to synthesize it. The reactants are: [CH3:1][S:2]([CH2:5][CH2:6][O:7][CH2:8][CH2:9][N:10]1[C:22]2[C:21]3[CH:20]=[CH:19][CH:18]=[CH:17][C:16]=3[N:15]=[C:14]([NH2:23])[C:13]=2[N:12]=[C:11]1[CH3:24])(=[O:4])=[O:3].[H][H].[OH-].[Na+]. (6) Given the product [Cl:33][C:22]1[CH:21]=[C:20]([NH:19][C:11]2[C:10]3[C:15](=[CH:16][C:7](/[CH:49]=[CH:48]/[CH2:47][CH2:46][CH2:45][N:42]4[CH2:43][CH2:44][N:39]([CH3:38])[CH2:40][CH2:41]4)=[C:8]([O:34][CH3:35])[CH:9]=3)[N:14]=[CH:13][C:12]=2[C:17]#[N:18])[CH:25]=[CH:24][C:23]=1[S:26][C:27]1[N:28]([CH3:32])[CH:29]=[CH:30][N:31]=1, predict the reactants needed to synthesize it. The reactants are: FC(F)(F)S(O[C:7]1[CH:16]=[C:15]2[C:10]([C:11]([NH:19][C:20]3[CH:25]=[CH:24][C:23]([S:26][C:27]4[N:28]([CH3:32])[CH:29]=[CH:30][N:31]=4)=[C:22]([Cl:33])[CH:21]=3)=[C:12]([C:17]#[N:18])[CH:13]=[N:14]2)=[CH:9][C:8]=1[O:34][CH3:35])(=O)=O.[CH3:38][N:39]1[CH2:44][CH2:43][N:42]([CH2:45][CH2:46][CH2:47]/[CH:48]=[CH:49]/[Sn](CCCC)(CCCC)CCCC)[CH2:41][CH2:40]1. (7) Given the product [Cl:9][C:4]1[CH:3]=[C:2]([NH:10][CH:11]([CH3:12])[C:13]([OH:15])=[O:14])[CH:7]=[CH:6][C:5]=1[Cl:8], predict the reactants needed to synthesize it. The reactants are: Br[C:2]1[CH:7]=[CH:6][C:5]([Cl:8])=[C:4]([Cl:9])[CH:3]=1.[NH2:10][C@H:11]([C:13]([OH:15])=[O:14])[CH3:12].CN(C)CCO.Cl.